This data is from Forward reaction prediction with 1.9M reactions from USPTO patents (1976-2016). The task is: Predict the product of the given reaction. The product is: [F:18][C:17]([F:20])([F:19])[O:16][C:13]1[CH:14]=[CH:15][C:10]([CH:9]=[CH:8][C:5]2[O:6][CH:7]=[C:3]([CH2:2][O:36][C:33]3[CH:34]=[CH:35][C:30]([CH2:29][CH2:28][CH2:27][CH2:26][N:21]4[CH:25]=[CH:24][N:23]=[N:22]4)=[CH:31][CH:32]=3)[N:4]=2)=[CH:11][CH:12]=1. Given the reactants Cl[CH2:2][C:3]1[N:4]=[C:5]([CH:8]=[CH:9][C:10]2[CH:15]=[CH:14][C:13]([O:16][C:17]([F:20])([F:19])[F:18])=[CH:12][CH:11]=2)[O:6][CH:7]=1.[N:21]1([CH2:26][CH2:27][CH2:28][CH2:29][C:30]2[CH:35]=[CH:34][C:33]([OH:36])=[CH:32][CH:31]=2)[CH:25]=[CH:24][N:23]=[N:22]1.[I-].[K+].C[O-].[Na+], predict the reaction product.